Dataset: Acute oral toxicity (LD50) regression data from Zhu et al.. Task: Regression/Classification. Given a drug SMILES string, predict its toxicity properties. Task type varies by dataset: regression for continuous values (e.g., LD50, hERG inhibition percentage) or binary classification for toxic/non-toxic outcomes (e.g., AMES mutagenicity, cardiotoxicity, hepatotoxicity). Dataset: ld50_zhu. (1) The compound is COP(=O)(OC)OC(Br)C(Cl)(Cl)Br. The rat oral LD50 is 3.18, given as -log10 of the dose in mol/kg body weight (higher means more acutely toxic). (2) The molecule is CCN(CC)C(=O)CCC(C)=O. The rat oral LD50 is 1.56, given as -log10 of the dose in mol/kg body weight (higher means more acutely toxic). (3) The compound is O=C1c2ccccc2N(C(=O)CN2CCOCC2)CN1c1ccccc1. The rat oral LD50 is 2.20, given as -log10 of the dose in mol/kg body weight (higher means more acutely toxic). (4) The compound is CCCCN1CCCC1=Nc1ccc(Cl)c(Cl)c1. The rat oral LD50 is 1.97, given as -log10 of the dose in mol/kg body weight (higher means more acutely toxic). (5) The compound is O=C(Cl)C=CC(=O)Cl. The rat oral LD50 is 2.28, given as -log10 of the dose in mol/kg body weight (higher means more acutely toxic). (6) The drug is COP(=S)(OC)OC1CCCCC1. The rat oral LD50 is 1.89, given as -log10 of the dose in mol/kg body weight (higher means more acutely toxic). (7) The compound is Fc1c(F)c(F)c2[nH]c(C(F)(F)F)nc2c1F. The rat oral LD50 is 4.89, given as -log10 of the dose in mol/kg body weight (higher means more acutely toxic). (8) The drug is CCCCC(CC)CN. The rat oral LD50 is 2.46, given as -log10 of the dose in mol/kg body weight (higher means more acutely toxic).